From a dataset of Catalyst prediction with 721,799 reactions and 888 catalyst types from USPTO. Predict which catalyst facilitates the given reaction. (1) Reactant: CC(C)([O-])C.[K+].[C:7](#[N:9])[CH3:8].[F:10][C:11]1([F:27])[CH2:16][CH2:15][CH:14]([CH2:17][O:18][C:19]2[CH:20]=[C:21]([CH:24]=[CH:25][CH:26]=2)[CH:22]=[O:23])[CH2:13][CH2:12]1.[NH4+].[Cl-]. Product: [F:10][C:11]1([F:27])[CH2:16][CH2:15][CH:14]([CH2:17][O:18][C:19]2[CH:20]=[C:21]([CH:22]([OH:23])[CH2:8][C:7]#[N:9])[CH:24]=[CH:25][CH:26]=2)[CH2:13][CH2:12]1. The catalyst class is: 49. (2) Reactant: [CH3:1][O:2][C:3](=[O:40])[C:4]1[CH:9]=[C:8]([O:10][C:11]2[CH:16]=[CH:15][C:14]([N+:17]([O-])=O)=[C:13]([C:20]([CH3:28])([CH3:27])[O:21][SiH2:22][C:23]([CH3:26])([CH3:25])[CH3:24])[CH:12]=2)[CH:7]=[CH:6][C:5]=1[NH:29][S:30]([C:33]1[CH:38]=[CH:37][C:36]([CH3:39])=[CH:35][CH:34]=1)(=[O:32])=[O:31].[H][H]. The catalyst class is: 358. Product: [CH3:1][O:2][C:3](=[O:40])[C:4]1[CH:9]=[C:8]([O:10][C:11]2[CH:16]=[CH:15][C:14]([NH2:17])=[C:13]([C:20]([CH3:28])([CH3:27])[O:21][SiH2:22][C:23]([CH3:24])([CH3:25])[CH3:26])[CH:12]=2)[CH:7]=[CH:6][C:5]=1[NH:29][S:30]([C:33]1[CH:34]=[CH:35][C:36]([CH3:39])=[CH:37][CH:38]=1)(=[O:32])=[O:31]. (3) Reactant: Br[C:2]1[CH:3]=[CH:4][C:5]([O:8][C:9]2[CH:14]=[CH:13][C:12]([F:15])=[CH:11][CH:10]=2)=[N:6][CH:7]=1.[O:16]1CCC[CH2:17]1.C([Li])CCC.CN(C)C=O. Product: [F:15][C:12]1[CH:13]=[CH:14][C:9]([O:8][C:5]2[N:6]=[CH:7][C:2]([CH:17]=[O:16])=[CH:3][CH:4]=2)=[CH:10][CH:11]=1. The catalyst class is: 6. (4) Reactant: [CH:1]1([C:4]([CH:31]2[CH2:33][CH2:32]2)([C:6]2[S:10][C:9]([S:11][C:12]3[CH:13]=[C:14]4[C:19](=[CH:20][CH:21]=3)[N:18]3[C:22]([C:25]5[CH:30]=[CH:29][CH:28]=[CH:27][CH:26]=5)=[N:23][N:24]=[C:17]3[CH:16]=[CH:15]4)=[N:8][CH:7]=2)O)[CH2:3][CH2:2]1.C([SiH](CC)CC)C.C(O)(C(F)(F)F)=O. Product: [CH:31]1([CH:4]([CH:1]2[CH2:2][CH2:3]2)[C:6]2[S:10][C:9]([S:11][C:12]3[CH:13]=[C:14]4[C:19](=[CH:20][CH:21]=3)[N:18]3[C:22]([C:25]5[CH:30]=[CH:29][CH:28]=[CH:27][CH:26]=5)=[N:23][N:24]=[C:17]3[CH:16]=[CH:15]4)=[N:8][CH:7]=2)[CH2:33][CH2:32]1. The catalyst class is: 2.